From a dataset of hERG Central: cardiac toxicity at 1µM, 10µM, and general inhibition. Predict hERG channel inhibition at various concentrations. (1) The compound is Cc1ccc(/C=C/C(=O)N2CCCN(C(=O)/C=C/c3ccc(C)cc3)CC2)cc1. Results: hERG_inhib (hERG inhibition (general)): blocker. (2) The compound is COc1ccc(CC(C)NCCc2ccc(OC)c(OC)c2)cc1. Results: hERG_inhib (hERG inhibition (general)): blocker. (3) The molecule is NC(=O)c1ccsc1NC(=O)C1CCN(S(=O)(=O)c2cccs2)CC1. Results: hERG_inhib (hERG inhibition (general)): blocker. (4) The compound is Br.N=c1n(CCN2CCOCC2)c2ccccc2n1Cc1ccccc1Br. Results: hERG_inhib (hERG inhibition (general)): blocker. (5) The compound is O=C(c1ccco1)N1CCN(Cc2cc(=O)c(OCc3cccc(F)c3)co2)CC1. Results: hERG_inhib (hERG inhibition (general)): blocker.